The task is: Predict the product of the given reaction.. This data is from Forward reaction prediction with 1.9M reactions from USPTO patents (1976-2016). (1) Given the reactants [I:1][C:2]1[CH:3]=[C:4]2[N:10]=[C:9]([NH:11]C(=O)OCC)[N:8]([CH:17]([C:19]3[CH:24]=[CH:23][C:22]([O:25][CH2:26][C:27]4[CH:28]=[N:29][C:30]([C:33]([F:36])([F:35])[F:34])=[CH:31][CH:32]=4)=[C:21]([O:37][CH3:38])[CH:20]=3)[CH3:18])[C:5]2=[N:6][CH:7]=1.[O-]P([O-])([O-])=O.[K+].[K+].[K+], predict the reaction product. The product is: [I:1][C:2]1[CH:3]=[C:4]2[N:10]=[C:9]([NH2:11])[N:8]([CH:17]([C:19]3[CH:24]=[CH:23][C:22]([O:25][CH2:26][C:27]4[CH:28]=[N:29][C:30]([C:33]([F:34])([F:35])[F:36])=[CH:31][CH:32]=4)=[C:21]([O:37][CH3:38])[CH:20]=3)[CH3:18])[C:5]2=[N:6][CH:7]=1. (2) Given the reactants CC(C)([O-])C.[Na+].C[N:8]([C:10]1[C:15]([C:16]2[C:21](P(C3CCCCC3)C3CCCCC3)=[CH:20]C=CC=2)=CC=C[CH:11]=1)C.[NH2:35][C@H:36]1[C:45]2[C:40](=[CH:41][CH:42]=[C:43]([S:46]([CH:49]([CH3:51])[CH3:50])(=[O:48])=[O:47])[CH:44]=2)[N:39]([C:52](=[O:54])[CH3:53])[C@@H:38]([CH:55]2[CH2:57][CH2:56]2)[C@@H:37]1[CH3:58].BrC1C=CC=C(C)N=1, predict the reaction product. The product is: [CH:55]1([C@H:38]2[C@H:37]([CH3:58])[C@@H:36]([NH:35][C:20]3[CH:21]=[CH:16][CH:15]=[C:10]([CH3:11])[N:8]=3)[C:45]3[C:40](=[CH:41][CH:42]=[C:43]([S:46]([CH:49]([CH3:51])[CH3:50])(=[O:48])=[O:47])[CH:44]=3)[N:39]2[C:52](=[O:54])[CH3:53])[CH2:57][CH2:56]1. (3) Given the reactants [F:1][C:2]1[CH:3]=[N:4][C:5]([C@@H:8]([NH:10][C:11]2[N:12]=[C:13]([NH:30][C:31]3[N:32]=[CH:33][N:34]([CH3:36])[CH:35]=3)[C:14]3[CH:19]=[CH:18][N:17](S(C4C=CC(C)=CC=4)(=O)=O)[C:15]=3[N:16]=2)[CH3:9])=[N:6][CH:7]=1.C([O-])([O-])=O.[Cs+].[Cs+], predict the reaction product. The product is: [F:1][C:2]1[CH:3]=[N:4][C:5]([C@@H:8]([NH:10][C:11]2[N:12]=[C:13]([NH:30][C:31]3[N:32]=[CH:33][N:34]([CH3:36])[CH:35]=3)[C:14]3[CH:19]=[CH:18][NH:17][C:15]=3[N:16]=2)[CH3:9])=[N:6][CH:7]=1. (4) Given the reactants CC(OI1(OC(C)=O)(OC(C)=O)OC(=O)C2C=CC=CC1=2)=O.[CH3:23][C@H:24]1[CH2:29][CH2:28][C@H:27]([CH2:30][OH:31])[CH2:26][CH2:25]1.C([O-])(O)=O.[Na+].[O-]S([O-])(=S)=O.[Na+].[Na+], predict the reaction product. The product is: [CH3:23][C@H:24]1[CH2:29][CH2:28][C@H:27]([CH:30]=[O:31])[CH2:26][CH2:25]1. (5) Given the reactants [F:1][C:2]([F:13])([F:12])[C:3]1[CH:8]=[CH:7][C:6](B(O)O)=[CH:5][CH:4]=1.[CH3:14][O:15][C:16](=[O:39])[C:17]1[CH:22]=[CH:21][CH:20]=[C:19]([CH2:23][N:24]([C:32]2[CH:37]=[CH:36][CH:35]=[CH:34][C:33]=2I)[C:25](=[O:31])[C:26]#[C:27][CH:28]([CH3:30])[CH3:29])[CH:18]=1, predict the reaction product. The product is: [CH3:14][O:15][C:16](=[O:39])[C:17]1[CH:22]=[CH:21][CH:20]=[C:19]([CH2:23][N:24]2[C:32]3[C:37](=[CH:36][CH:35]=[CH:34][CH:33]=3)/[C:26](=[C:27](\[C:6]3[CH:7]=[CH:8][C:3]([C:2]([F:13])([F:12])[F:1])=[CH:4][CH:5]=3)/[CH:28]([CH3:30])[CH3:29])/[C:25]2=[O:31])[CH:18]=1. (6) Given the reactants [C:1]([C:3]1[C:4]([C:17]([F:20])([F:19])[F:18])=[C:5]2[C:9](=[CH:10][CH:11]=1)[N:8]([CH2:12][C:13](=[NH:16])[NH:14][OH:15])[CH:7]=[CH:6]2)#[N:2].[C:21]([C:23]1[CH:24]=[C:25]([CH:29]=[CH:30][CH:31]=1)[C:26](O)=O)#[N:22], predict the reaction product. The product is: [C:21]([C:23]1[CH:24]=[C:25]([C:26]2[O:15][N:14]=[C:13]([CH2:12][N:8]3[C:9]4[C:5](=[C:4]([C:17]([F:19])([F:20])[F:18])[C:3]([C:1]#[N:2])=[CH:11][CH:10]=4)[CH:6]=[CH:7]3)[N:16]=2)[CH:29]=[CH:30][CH:31]=1)#[N:22]. (7) Given the reactants [C:1]([C:3]1[C:4]([C:27]2[CH:28]=[N:29][C:30]([O:33]C)=[CH:31][CH:32]=2)=[N:5][C:6]([NH:10][C:11]([C:13]2([C:16]3[CH:26]=[CH:25][C:19]4[O:20][C:21]([F:24])([F:23])[O:22][C:18]=4[CH:17]=3)[CH2:15][CH2:14]2)=[O:12])=[CH:7][C:8]=1[CH3:9])#[N:2].I[Si](C)(C)C, predict the reaction product. The product is: [C:1]([C:3]1[C:8]([CH3:9])=[CH:7][C:6]([NH:10][C:11]([C:13]2([C:16]3[CH:26]=[CH:25][C:19]4[O:20][C:21]([F:24])([F:23])[O:22][C:18]=4[CH:17]=3)[CH2:14][CH2:15]2)=[O:12])=[N:5][C:4]=1[C:27]1[CH:32]=[CH:31][C:30](=[O:33])[NH:29][CH:28]=1)#[N:2]. (8) Given the reactants [C:1]([O:5][C:6]([N:8]1[CH2:12][CH2:11][C@H:10]([O:13][C:14]2[CH:15]=[CH:16][C:17]3[O:22][CH2:21][CH2:20][N:19]([C:23]4[CH:24]=[N:25][C:26]([O:32][CH3:33])=[C:27]([CH:31]=4)C(O)=O)[C:18]=3[CH:34]=2)[CH2:9]1)=[O:7])([CH3:4])([CH3:3])[CH3:2].CC[N:37](CC)CC.C1C=CC(P(N=[N+]=[N-])(C2C=CC=CC=2)=O)=CC=1.[C:59]([O-:62])(O)=[O:60].[Na+].[CH3:64][C:65](O)([CH3:67])[CH3:66], predict the reaction product. The product is: [C:1]([O:5][C:6]([N:8]1[CH2:12][CH2:11][C@H:10]([O:13][C:14]2[CH:15]=[CH:16][C:17]3[O:22][CH2:21][CH2:20][N:19]([C:23]4[CH:24]=[N:25][C:26]([O:32][CH3:33])=[C:27]([NH:37][C:59]([O:62][C:65]([CH3:67])([CH3:66])[CH3:64])=[O:60])[CH:31]=4)[C:18]=3[CH:34]=2)[CH2:9]1)=[O:7])([CH3:2])([CH3:3])[CH3:4].